From a dataset of Catalyst prediction with 721,799 reactions and 888 catalyst types from USPTO. Predict which catalyst facilitates the given reaction. (1) The catalyst class is: 25. Product: [Br:23][CH2:13][C:5]1[CH:6]=[CH:7][C:8]([S:9]([CH3:12])(=[O:11])=[O:10])=[C:3]([O:2][CH3:1])[CH:4]=1. Reactant: [CH3:1][O:2][C:3]1[CH:4]=[C:5]([CH2:13]O)[CH:6]=[CH:7][C:8]=1[S:9]([CH3:12])(=[O:11])=[O:10].C1(C)C=CC=CC=1.P(Br)(Br)[Br:23].O. (2) Reactant: [CH3:1][O:2][C:3]([C:5]1[CH:6]=[C:7]2[C:11](=[CH:12][CH:13]=1)[NH:10][N:9]=[C:8]2[CH:14]=O)=[O:4].CC(O)=O.[NH:20]1[CH2:25][CH2:24][O:23][CH2:22][CH2:21]1. Product: [CH3:1][O:2][C:3]([C:5]1[CH:6]=[C:7]2[C:11](=[CH:12][CH:13]=1)[NH:10][N:9]=[C:8]2[CH2:14][N:20]1[CH2:25][CH2:24][O:23][CH2:22][CH2:21]1)=[O:4]. The catalyst class is: 2.